Predict the reaction yield, written as a fraction of the theoretical maximum amount of product (1.0 means a 100% yield; for example, 0.34 means a 34% yield). From a dataset of Reaction yield outcomes from USPTO patents with 853,638 reactions. (1) The reactants are [CH3:1][O:2][C:3]([C:5]1[S:9][C:8]2[CH:10]=[C:11](Cl)[CH:12]=[CH:13][C:7]=2[C:6]=1[O:15][CH2:16][C:17]([O:19][C:20]([CH3:23])([CH3:22])[CH3:21])=[O:18])=[O:4].[CH3:24][O:25][C:26]1[CH:31]=[CH:30][C:29](B(O)O)=[CH:28][CH:27]=1.[F-].[K+]. The catalyst is C1C=CC(/C=C/C(/C=C/C2C=CC=CC=2)=O)=CC=1.C1C=CC(/C=C/C(/C=C/C2C=CC=CC=2)=O)=CC=1.C1C=CC(/C=C/C(/C=C/C2C=CC=CC=2)=O)=CC=1.[Pd].[Pd]. The product is [CH3:1][O:2][C:3]([C:5]1[S:9][C:8]2[CH:10]=[C:11]([C:29]3[CH:30]=[CH:31][C:26]([O:25][CH3:24])=[CH:27][CH:28]=3)[CH:12]=[CH:13][C:7]=2[C:6]=1[O:15][CH2:16][C:17]([O:19][C:20]([CH3:23])([CH3:22])[CH3:21])=[O:18])=[O:4]. The yield is 0.500. (2) The product is [CH2:1]([O:8][C:9](=[O:26])[NH:10][C:11]1[CH:16]=[CH:15][C:14]([O:17][C:18]2[CH:23]=[CH:22][N:21]=[C:20]([NH:24][C:38]([N:45]([CH3:46])[CH:44]3[CH2:33][CH2:32][N:29]([CH3:27])[CH2:30][CH2:31]3)=[O:37])[CH:19]=2)=[CH:13][C:12]=1[F:25])[C:2]1[CH:3]=[CH:4][CH:5]=[CH:6][CH:7]=1. The reactants are [CH2:1]([O:8][C:9](=[O:26])[NH:10][C:11]1[CH:16]=[CH:15][C:14]([O:17][C:18]2[CH:23]=[CH:22][N:21]=[C:20]([NH2:24])[CH:19]=2)=[CH:13][C:12]=1[F:25])[C:2]1[CH:7]=[CH:6][CH:5]=[CH:4][CH:3]=1.[CH2:27]([N:29]([CH2:32][CH3:33])[CH2:30][CH3:31])C.ClC([O:37][C:38]1C=CC=CC=1)=O.[CH3:44][N:45]1CCC(NC)C[CH2:46]1. The yield is 0.407. The catalyst is O1CCCC1.O.C(OCC)(=O)C.CN(C)C=O. (3) The reactants are [F:1][C:2]1[CH:7]=[CH:6][C:5]([CH2:8][C:9]2[CH:18]=[C:17]3[C:12]([C:13]([OH:29])=[C:14]([C:24](OCC)=[O:25])[C:15](=[O:23])[N:16]3[CH2:19][CH2:20][CH2:21][OH:22])=[N:11][CH:10]=2)=[CH:4][CH:3]=1.[NH2:30][CH2:31][CH2:32][N:33]([CH3:38])[S:34]([CH3:37])(=[O:36])=[O:35]. No catalyst specified. The product is [F:1][C:2]1[CH:3]=[CH:4][C:5]([CH2:8][C:9]2[CH:18]=[C:17]3[C:12]([C:13]([OH:29])=[C:14]([C:24]([NH:30][CH2:31][CH2:32][N:33]([CH3:38])[S:34]([CH3:37])(=[O:36])=[O:35])=[O:25])[C:15](=[O:23])[N:16]3[CH2:19][CH2:20][CH2:21][OH:22])=[N:11][CH:10]=2)=[CH:6][CH:7]=1. The yield is 0.240.